This data is from Full USPTO retrosynthesis dataset with 1.9M reactions from patents (1976-2016). The task is: Predict the reactants needed to synthesize the given product. (1) Given the product [C:14]1([CH3:24])[CH:15]=[CH:16][C:17]([S:20]([OH:23])(=[O:21])=[O:22])=[CH:18][CH:19]=1.[C:11]([N:1]1[C:5]2[CH:6]=[CH:7][CH:8]=[CH:9][C:4]=2[N:3]=[N:2]1)(=[NH:10])[NH2:12], predict the reactants needed to synthesize it. The reactants are: [NH:1]1[C:5]2[CH:6]=[CH:7][CH:8]=[CH:9][C:4]=2[N:3]=[N:2]1.[N:10]#[C:11][NH2:12].O.[C:14]1([CH3:24])[CH:19]=[CH:18][C:17]([S:20]([OH:23])(=[O:22])=[O:21])=[CH:16][CH:15]=1. (2) Given the product [Cl:44][C:45]1[CH:52]=[CH:51][C:48]([CH2:49][N:29]([C:30](=[O:35])[C:31]([F:32])([F:33])[F:34])[C:21]2[CH:20]=[C:19]([C:10]3[C:11]4[C:6](=[CH:5][C:4]([O:3][CH2:1][CH3:2])=[C:13]5[O:14][C:15]([CH3:18])([CH3:17])[CH2:16][C:12]5=4)[CH2:7][C:8]([CH3:36])([CH3:37])[N:9]=3)[CH:28]=[CH:27][C:22]=2[C:23]([O:25][CH3:26])=[O:24])=[CH:47][CH:46]=1, predict the reactants needed to synthesize it. The reactants are: [CH2:1]([O:3][C:4]1[CH:5]=[C:6]2[C:11](=[C:12]3[CH2:16][C:15]([CH3:18])([CH3:17])[O:14][C:13]=13)[C:10]([C:19]1[CH:28]=[CH:27][C:22]([C:23]([O:25][CH3:26])=[O:24])=[C:21]([NH:29][C:30](=[O:35])[C:31]([F:34])([F:33])[F:32])[CH:20]=1)=[N:9][C:8]([CH3:37])([CH3:36])[CH2:7]2)[CH3:2].C(O[K])(C)(C)C.[Cl:44][C:45]1[CH:52]=[CH:51][C:48]([CH2:49]Br)=[CH:47][CH:46]=1.C(OC(C)C)(C)C.P([O-])(O)(O)=O.[K+]. (3) Given the product [ClH:50].[ClH:50].[O:1]1[C:10]2[CH:9]=[C:8]([CH2:11][NH:12][CH:20]3[CH2:21][CH2:22][N:23]([CH2:26][CH:27]4[N:38]5[C:39]6[N:30]([C:31](=[O:41])[CH:32]=[N:33][C:34]=6[CH:35]=[CH:36][C:37]5=[O:40])[CH2:29][CH2:28]4)[CH2:24][CH2:25]3)[N:7]=[CH:6][C:5]=2[O:4][CH2:3][CH2:2]1, predict the reactants needed to synthesize it. The reactants are: [O:1]1[C:10]2[CH:9]=[C:8]([CH2:11][N:12]([CH:20]3[CH2:25][CH2:24][N:23]([CH2:26][CH:27]4[N:38]5[C:39]6[N:30]([C:31](=[O:41])[CH:32]=[N:33][C:34]=6[CH:35]=[CH:36][C:37]5=[O:40])[CH2:29][CH2:28]4)[CH2:22][CH2:21]3)C(=O)OC(C)(C)C)[N:7]=[CH:6][C:5]=2[O:4][CH2:3][CH2:2]1.FC(F)(F)C(O)=O.C(Cl)[Cl:50].